Dataset: Full USPTO retrosynthesis dataset with 1.9M reactions from patents (1976-2016). Task: Predict the reactants needed to synthesize the given product. Given the product [OH:1][CH2:2][CH2:3][N:4]1[C:11]2[CH2:12][CH2:13][CH2:14][C:15](=[O:16])[C:10]=2[CH:9]=[N:5]1, predict the reactants needed to synthesize it. The reactants are: [OH:1][CH2:2][CH2:3][NH:4][NH2:5].CN([CH:9]=[C:10]1[C:15](=[O:16])[CH2:14][CH2:13][CH2:12][C:11]1=O)C.